Dataset: Full USPTO retrosynthesis dataset with 1.9M reactions from patents (1976-2016). Task: Predict the reactants needed to synthesize the given product. (1) Given the product [Cl:1][C:2]1[CH:3]=[C:4]([C:9]2[O:13][C:12]([CH2:14][CH2:15][NH:16][C:17]([C:19]3[NH:23][N:22]=[C:21]([C:24]([N:31]4[CH2:32][CH2:33][CH:28]([OH:27])[CH2:29][CH2:30]4)=[O:25])[CH:20]=3)=[O:18])=[CH:11][CH:10]=2)[CH:5]=[CH:6][C:7]=1[Cl:8], predict the reactants needed to synthesize it. The reactants are: [Cl:1][C:2]1[CH:3]=[C:4]([C:9]2[O:13][C:12]([CH2:14][CH2:15][NH:16][C:17]([C:19]3[NH:23][N:22]=[C:21]([C:24](O)=[O:25])[CH:20]=3)=[O:18])=[CH:11][CH:10]=2)[CH:5]=[CH:6][C:7]=1[Cl:8].[OH:27][CH:28]1[CH2:33][CH2:32][NH:31][CH2:30][CH2:29]1. (2) Given the product [C:25]([O:29][C:30]([NH:32][C:33]1([C:48]([NH:60][C@@H:61]([C:67]2[CH:68]=[CH:69][C:70]([Cl:73])=[CH:71][CH:72]=2)[CH2:62][C:63]([O:65][CH3:66])=[O:64])=[O:49])[CH2:38][CH2:37][N:36]([C:39]2[C:40]3[CH:47]=[CH:46][NH:45][C:41]=3[N:42]=[CH:43][N:44]=2)[CH2:35][CH2:34]1)=[O:31])([CH3:26])([CH3:28])[CH3:27], predict the reactants needed to synthesize it. The reactants are: F[P-](F)(F)(F)(F)F.N1(OC(N(C)C)=[N+](C)C)C2N=CC=CC=2N=N1.[C:25]([O:29][C:30]([NH:32][C:33]1([C:48](O)=[O:49])[CH2:38][CH2:37][N:36]([C:39]2[C:40]3[CH:47]=[CH:46][NH:45][C:41]=3[N:42]=[CH:43][N:44]=2)[CH2:35][CH2:34]1)=[O:31])([CH3:28])([CH3:27])[CH3:26].CCN(C(C)C)C(C)C.[NH2:60][C@@H:61]([C:67]1[CH:72]=[CH:71][C:70]([Cl:73])=[CH:69][CH:68]=1)[CH2:62][C:63]([O:65][CH3:66])=[O:64].